Dataset: Full USPTO retrosynthesis dataset with 1.9M reactions from patents (1976-2016). Task: Predict the reactants needed to synthesize the given product. The reactants are: [OH:1][CH2:2][C:3]([CH3:8])([CH3:7])[C:4]([OH:6])=[O:5].[CH3:9][O:10][CH2:11]Cl.C(N(CC)C(C)C)(C)C.N.Cl.[CH2:24]([O:26][CH2:27]C)C. Given the product [CH3:9][O:10][CH2:11][O:5][C:4](=[O:6])[C:3]([CH3:8])([CH3:7])[CH2:2][O:1][CH2:24][O:26][CH3:27], predict the reactants needed to synthesize it.